This data is from Forward reaction prediction with 1.9M reactions from USPTO patents (1976-2016). The task is: Predict the product of the given reaction. (1) The product is: [Cl:49][C:50]1[CH:64]=[CH:63][C:53]2[NH:54][C:55]([CH:57]([NH:62][C:5](=[O:7])[C:4]3[CH:8]=[CH:9][C:10]([C:11]([N:13]4[CH2:17][CH2:16][CH2:15][CH2:14]4)=[O:12])=[C:2]([CH3:1])[CH:3]=3)[CH2:58][CH:59]([CH3:60])[CH3:61])=[N:56][C:52]=2[CH:51]=1. Given the reactants [CH3:1][C:2]1[CH:3]=[C:4]([CH:8]=[CH:9][C:10]=1[C:11]([N:13]1[CH2:17][CH2:16][CH2:15][CH2:14]1)=[O:12])[C:5]([OH:7])=O.CN(C(ON1N=NC2C=CC=CC1=2)=[N+](C)C)C.[B-](F)(F)(F)F.C(N(C(C)C)CC)(C)C.[Cl:49][C:50]1[CH:64]=[CH:63][C:53]2[NH:54][C:55]([CH:57]([NH2:62])[CH2:58][CH:59]([CH3:61])[CH3:60])=[N:56][C:52]=2[CH:51]=1.ClCl, predict the reaction product. (2) Given the reactants [P:1]([OH:4])([OH:3])[OH:2].[NH2:5][CH2:6][CH2:7][C:8]([OH:10])=O.N1CCOCC1.P(Cl)(Cl)Cl, predict the reaction product. The product is: [CH2:7]([C:8]([P:1]([OH:4])([OH:3])=[O:2])([P:1]([OH:4])([OH:3])=[O:2])[OH:10])[CH2:6][NH2:5]. (3) Given the reactants [Cl:1][C:2]1[CH:10]=[C:9]2[C:5]([C:6]([C:11]3[N:12]=[C:13]4[C:19]([C:20]([NH:22][CH:23]([CH3:25])[CH3:24])=[O:21])=[CH:18][N:17](COCC[Si](C)(C)C)[C:14]4=[N:15][CH:16]=3)=[N:7][NH:8]2)=[CH:4][CH:3]=1.FC(F)(F)C(O)=O.C(N)CN, predict the reaction product. The product is: [Cl:1][C:2]1[CH:10]=[C:9]2[C:5]([C:6]([C:11]3[N:12]=[C:13]4[C:19]([C:20]([NH:22][CH:23]([CH3:25])[CH3:24])=[O:21])=[CH:18][NH:17][C:14]4=[N:15][CH:16]=3)=[N:7][NH:8]2)=[CH:4][CH:3]=1. (4) Given the reactants [F:1][C:2]1[CH:16]=[CH:15][CH:14]=[C:13]([F:17])[C:3]=1[CH2:4][P:5](=[O:12])([O:9]CC)[O:6]CC.Br[Si](C)(C)C.O, predict the reaction product. The product is: [F:1][C:2]1[CH:16]=[CH:15][CH:14]=[C:13]([F:17])[C:3]=1[CH2:4][P:5](=[O:6])([OH:9])[OH:12]. (5) Given the reactants [CH3:1][NH:2][C:3]([NH:5][C:6]1[CH:11]=[CH:10][C:9]([C:12]2[N:17]=[C:16]3[N:18]([CH:21]4[CH2:26][CH2:25][N:24]([CH2:27][C:28]5[CH:29]=[N:30][CH:31]=[CH:32][CH:33]=5)[CH2:23][CH2:22]4)[N:19]=[CH:20][C:15]3=[C:14]([N:34]3[CH2:39][CH2:38][O:37][CH2:36][CH2:35]3)[N:13]=2)=[CH:8][CH:7]=1)=[O:4].C1C(=O)N([Cl:47])C(=O)C1, predict the reaction product. The product is: [Cl:47][C:11]1[CH:10]=[C:9]([C:12]2[N:17]=[C:16]3[N:18]([CH:21]4[CH2:22][CH2:23][N:24]([CH2:27][C:28]5[CH:29]=[N:30][CH:31]=[CH:32][CH:33]=5)[CH2:25][CH2:26]4)[N:19]=[CH:20][C:15]3=[C:14]([N:34]3[CH2:39][CH2:38][O:37][CH2:36][CH2:35]3)[N:13]=2)[CH:8]=[CH:7][C:6]=1[NH:5][C:3]([NH:2][CH3:1])=[O:4]. (6) Given the reactants C([N:3]([C:31](=O)[C:32]1[CH:37]=[CH:36][C:35](O)=[CH:34]C=1)[C:4]1[CH:9]=[C:8]([O:10][CH3:11])[C:7]([O:12][CH3:13])=[CH:6][C:5]=1[C@@H:14]1[CH2:23][CH2:22][C:21]2[CH:20]=[C:19]([O:24]C(=O)C(C)(C)C)[CH:18]=[CH:17][C:16]=2[CH2:15]1)C.Cl[CH2:41][C:42]([N:44]([CH3:46])[CH3:45])=O, predict the reaction product. The product is: [CH3:45][N:44]([CH3:46])[CH2:42][CH2:41][O:10][C:8]1[CH:7]=[CH:6][C:36]([CH2:37][CH2:32][CH2:31][NH:3][C:4]2[CH:9]=[C:8]([O:10][CH3:11])[C:7]([O:12][CH3:13])=[CH:6][C:5]=2[C@@H:14]2[CH2:23][CH2:22][C:21]3[CH:20]=[C:19]([OH:24])[CH:18]=[CH:17][C:16]=3[CH2:15]2)=[CH:35][CH:34]=1. (7) Given the reactants [NH2:1][C:2]1[C:11]([N+:12]([O-])=O)=[CH:10][C:5]([C:6]([O:8][CH3:9])=[O:7])=[C:4]([F:15])[C:3]=1[F:16], predict the reaction product. The product is: [NH2:1][C:2]1[C:11]([NH2:12])=[CH:10][C:5]([C:6]([O:8][CH3:9])=[O:7])=[C:4]([F:15])[C:3]=1[F:16].